From a dataset of Experimentally validated miRNA-target interactions with 360,000+ pairs, plus equal number of negative samples. Binary Classification. Given a miRNA mature sequence and a target amino acid sequence, predict their likelihood of interaction. The protein sequence of the target gene is MGKLRRRYNIKGRQQAGPGPSKGPPEPPPVQLELEDKDTLKGVDASNALVLPGKKKKKTKAPPLSKKEKKPLTKKEKKVLQKILEQKEKKSQRAEMLQKLSEVQASEAEMRLFYTTSKLGTGNRMYHTKEKADEVVAPGQEKISSLSGAHRKRRRWPSAEEEEEEEEESESELEEESELDEDPAAEPAEAGVGTTVAPLPPAPAPSSQPVPAGMTVPPPPAAAPPLPRALAKPAVFIPVNRSPEMQEERLKLPILSEEQVIMEAVAEHPIVIVCGETGSGKTTQVPQFLYEAGFSSEDSI.... Result: 0 (no interaction). The miRNA is hsa-miR-1343-5p with sequence UGGGGAGCGGCCCCCGGGUGGG.